This data is from Catalyst prediction with 721,799 reactions and 888 catalyst types from USPTO. The task is: Predict which catalyst facilitates the given reaction. (1) Reactant: [NH:1]1[CH2:6][CH2:5][CH:4]([C:7]2[CH:12]=[CH:11][CH:10]=[CH:9][C:8]=2[OH:13])[CH2:3][CH2:2]1.C([O-])(O)=O.[Na+].[O:19](C(OC(C)(C)C)=O)[C:20]([O:22][C:23]([CH3:26])([CH3:25])[CH3:24])=O.C(Cl)Cl. Product: [C:23]([O:22][C:20]([N:1]1[CH2:6][CH2:5][CH:4]([C:7]2[CH:12]=[CH:11][CH:10]=[CH:9][C:8]=2[OH:13])[CH2:3][CH2:2]1)=[O:19])([CH3:26])([CH3:25])[CH3:24]. The catalyst class is: 90. (2) Reactant: [Br:1][C:2]1[CH:7]=[CH:6][C:5](I)=[CH:4][CH:3]=1.CN(C=O)C.C(N(CC)CC)C.[CH2:21]([O:23][SiH:24]([O:28][CH2:29][CH3:30])[O:25][CH2:26][CH3:27])[CH3:22]. Product: [Br:1][C:2]1[CH:7]=[CH:6][C:5]([Si:24]([O:28][CH2:29][CH3:30])([O:25][CH2:26][CH3:27])[O:23][CH2:21][CH3:22])=[CH:4][CH:3]=1. The catalyst class is: 28. (3) Reactant: [C:1]1([CH3:11])[CH:6]=[CH:5][C:4]([S:7](Cl)(=[O:9])=[O:8])=[CH:3][CH:2]=1.[CH3:12][N:13]1[C:17]([CH3:18])=[C:16]([CH2:19][N:20]2[CH2:25][CH2:24][N:23]([C:26]3[C:31]([N:32]4[CH2:37][CH2:36][CH:35]([CH2:38][OH:39])[CH2:34][CH2:33]4)=[N:30][CH:29]=[CH:28][N:27]=3)[CH2:22][CH2:21]2)[CH:15]=[N:14]1.C(N(CC)CC)C. Product: [CH3:12][N:13]1[C:17]([CH3:18])=[C:16]([CH2:19][N:20]2[CH2:21][CH2:22][N:23]([C:26]3[C:31]([N:32]4[CH2:37][CH2:36][CH:35]([CH2:38][O:39][S:7]([C:4]5[CH:5]=[CH:6][C:1]([CH3:11])=[CH:2][CH:3]=5)(=[O:9])=[O:8])[CH2:34][CH2:33]4)=[N:30][CH:29]=[CH:28][N:27]=3)[CH2:24][CH2:25]2)[CH:15]=[N:14]1. The catalyst class is: 2.